From a dataset of Experimentally validated miRNA-target interactions with 360,000+ pairs, plus equal number of negative samples. Binary Classification. Given a miRNA mature sequence and a target amino acid sequence, predict their likelihood of interaction. (1) The miRNA is hsa-miR-140-5p with sequence CAGUGGUUUUACCCUAUGGUAG. The protein sequence of the target gene is MPALRPLLPLLLLLRLTSGAGLLPGLGSHPGVCPNQLSPNLWVDAQSTCERECSRDQDCAAAEKCCINVCGLHSCVAARFPGSPAAPTTAASCEGFVCPQQGSDCDIWDGQPVCRCRDRCEKEPSFTCASDGLTYYNRCYMDAEACLRGLHLHIVPCKHVLSWPPSSPGPPETTARPTPGAAPVPPALYSSPSPQAVQVGGTASLHCDVSGRPPPAVTWEKQSHQRENLIMRPDQMYGNVVVTSIGQLVLYNARPEDAGLYTCTARNAAGLLRADFPLSVVQREPARDAAPSIPAPAECL.... Result: 0 (no interaction). (2) The miRNA is mmu-miR-3094-5p with sequence UGUUGGGGACAUUUUUAAAGC. The protein sequence of the target gene is MGTQALQGFLFLLFLPLLQPRGASAGSLHSPGLSECFQVNGADYRGHQNRTGPRGAGRPCLFWDQTQQHSYSSASDPHGRWGLGAHNFCRNPDGDVQPWCYVAETEEGIYWRYCDIPSCHMPGYLGCFVDSGAPPALSGPSGTSTKLTVQVCLRFCRMKGYQLAGVEAGYACFCGSESDLARGRLAPATDCDQICFGHPGQLCGGDGRLGVYEVSVGSCQGNWTAPQGVIYSPDFPDEYGPDRNCSWALGPPGAALELTFRLFELADPRDRLELRDAASGSLLRAFDGARPPPSGPLRLG.... Result: 0 (no interaction).